From a dataset of Catalyst prediction with 721,799 reactions and 888 catalyst types from USPTO. Predict which catalyst facilitates the given reaction. (1) Reactant: [Br:1][C:2]1[CH:3]=[C:4](B(O)O)[C:5]([O:8][CH3:9])=[N:6][CH:7]=1.Br[C:14]1[S:22][C:17]2=[CH:18][N:19]=[CH:20][CH:21]=[C:16]2[CH:15]=1.[O-]P([O-])([O-])=O.[K+].[K+].[K+]. Product: [Br:1][C:2]1[CH:3]=[C:4]([C:14]2[S:22][C:17]3=[CH:18][N:19]=[CH:20][CH:21]=[C:16]3[CH:15]=2)[C:5]([O:8][CH3:9])=[N:6][CH:7]=1. The catalyst class is: 75. (2) Reactant: [OH:1][CH2:2][CH2:3][O:4][CH2:5][CH2:6][O:7][C:8]1[CH:13]=[CH:12][C:11]([C:14]2[CH:19]=[CH:18][C:17]([N:20]3[C:24]([CH3:26])([CH3:25])[C:23](=[O:27])[N:22]([C:28]4[CH:35]=[CH:34][C:31]([C:32]#[N:33])=[C:30]([C:36]([F:39])([F:38])[F:37])[CH:29]=4)[C:21]3=[S:40])=[CH:16][CH:15]=2)=[CH:10][CH:9]=1.C(N(CC)CC)C.Cl[C:49](Cl)([O:51]C(=O)OC(Cl)(Cl)Cl)Cl.Cl.[NH2:61][C@@H:62]([C:87]([CH3:90])([CH3:89])[CH3:88])[C:63]([N:65]1[CH2:69][C@H:68]([OH:70])[CH2:67][C@H:66]1[C:71]([NH:73][CH2:74][C:75]1[CH:80]=[CH:79][C:78]([C:81]2[S:85][CH:84]=[N:83][C:82]=2[CH3:86])=[CH:77][CH:76]=1)=[O:72])=[O:64]. Product: [OH:70][C@H:68]1[CH2:69][N:65]([C:63](=[O:64])[C@@H:62]([NH:61][C:49](=[O:51])[O:1][CH2:2][CH2:3][O:4][CH2:5][CH2:6][O:7][C:8]2[CH:9]=[CH:10][C:11]([C:14]3[CH:15]=[CH:16][C:17]([N:20]4[C:24]([CH3:25])([CH3:26])[C:23](=[O:27])[N:22]([C:28]5[CH:35]=[CH:34][C:31]([C:32]#[N:33])=[C:30]([C:36]([F:39])([F:37])[F:38])[CH:29]=5)[C:21]4=[S:40])=[CH:18][CH:19]=3)=[CH:12][CH:13]=2)[C:87]([CH3:90])([CH3:89])[CH3:88])[C@H:66]([C:71](=[O:72])[NH:73][CH2:74][C:75]2[CH:80]=[CH:79][C:78]([C:81]3[S:85][CH:84]=[N:83][C:82]=3[CH3:86])=[CH:77][CH:76]=2)[CH2:67]1. The catalyst class is: 46. (3) Reactant: [O-]CC.[Na+].[O:5]1[C:9]([C:10]2[CH:15]=[CH:14][C:13]([C:16]([NH:19][C:20](=[O:26])[O:21][C:22]([CH3:25])([CH3:24])[CH3:23])([CH3:18])[CH3:17])=[CH:12][CH:11]=2)=[CH:8][CH:7]=[N:6]1. Product: [C:7]([CH2:8][C:9]([C:10]1[CH:15]=[CH:14][C:13]([C:16]([NH:19][C:20](=[O:26])[O:21][C:22]([CH3:25])([CH3:24])[CH3:23])([CH3:18])[CH3:17])=[CH:12][CH:11]=1)=[O:5])#[N:6]. The catalyst class is: 8. (4) Reactant: [O:1]1[CH2:5][CH2:4][O:3][CH:2]1[CH2:6][CH2:7][NH:8][C:9]1[CH:10]=[C:11]([CH:25]=[CH:26][C:27]=1[N+:28]([O-])=O)[C:12]([N:14]([CH2:20][CH2:21][CH:22]([CH3:24])[CH3:23])[CH2:15][CH2:16][CH:17]([CH3:19])[CH3:18])=[O:13]. Product: [NH2:28][C:27]1[CH:26]=[CH:25][C:11]([C:12]([N:14]([CH2:15][CH2:16][CH:17]([CH3:18])[CH3:19])[CH2:20][CH2:21][CH:22]([CH3:23])[CH3:24])=[O:13])=[CH:10][C:9]=1[NH:8][CH2:7][CH2:6][CH:2]1[O:1][CH2:5][CH2:4][O:3]1. The catalyst class is: 407. (5) Reactant: [Cl:1][C:2]1[CH:7]=[CH:6][C:5]([NH:8][C:9]2[S:10][C:11]([CH3:17])=[C:12]([C:14]([OH:16])=[O:15])[N:13]=2)=[CH:4][CH:3]=1.[Cl:18][C:19]1[CH:27]=[C:26]([Cl:28])[CH:25]=[CH:24][C:20]=1[C:21](Cl)=[O:22].CCN(CC)CC. Product: [Cl:1][C:2]1[CH:3]=[CH:4][C:5]([N:8]([C:21](=[O:22])[C:20]2[CH:24]=[CH:25][C:26]([Cl:28])=[CH:27][C:19]=2[Cl:18])[C:9]2[S:10][C:11]([CH3:17])=[C:12]([C:14]([OH:16])=[O:15])[N:13]=2)=[CH:6][CH:7]=1. The catalyst class is: 2. (6) Reactant: [Cl:1][C:2]1[C:7]([C:8]2[CH:13]=[CH:12][CH:11]=[CH:10][CH:9]=2)=[N:6][N:5]=[C:4]2[N:14]([CH2:23][C:24]([OH:26])=[O:25])[N:15]=[C:16]([C:17]3[CH:22]=[CH:21][CH:20]=[CH:19][CH:18]=3)[C:3]=12.[CH3:27]O. Product: [Cl:1][C:2]1[C:7]([C:8]2[CH:9]=[CH:10][CH:11]=[CH:12][CH:13]=2)=[N:6][N:5]=[C:4]2[N:14]([CH2:23][C:24]([O:26][CH3:27])=[O:25])[N:15]=[C:16]([C:17]3[CH:18]=[CH:19][CH:20]=[CH:21][CH:22]=3)[C:3]=12. The catalyst class is: 309. (7) Reactant: [Cl:1][C:2]1[C:7]([N+:8]([O-:10])=[O:9])=[C:6](Cl)[N:5]=[C:4]([S:12][CH3:13])[N:3]=1.CC[N:16](CC)CC.N. Product: [NH2:16][C:6]1[C:7]([N+:8]([O-:10])=[O:9])=[C:2]([Cl:1])[N:3]=[C:4]([S:12][CH3:13])[N:5]=1. The catalyst class is: 1. (8) Reactant: Br.Br.[CH2:3]([O:5][C:6]([C:8]1([CH2:20][NH2:21])[CH2:13][CH2:12][N:11]([C:14]2[CH:19]=[CH:18][N:17]=[CH:16][CH:15]=2)[CH2:10][CH2:9]1)=[O:7])[CH3:4].Cl[S:23]([C:26]1[CH:35]=[C:34]2[C:29]([CH2:30][CH2:31][N:32]([C:36](=[O:41])[C:37]([F:40])([F:39])[F:38])[CH2:33]2)=[CH:28][CH:27]=1)(=[O:25])=[O:24]. Product: [CH2:3]([O:5][C:6]([C:8]1([CH2:20][NH:21][S:23]([C:26]2[CH:35]=[C:34]3[C:29]([CH2:30][CH2:31][N:32]([C:36](=[O:41])[C:37]([F:40])([F:38])[F:39])[CH2:33]3)=[CH:28][CH:27]=2)(=[O:24])=[O:25])[CH2:13][CH2:12][N:11]([C:14]2[CH:19]=[CH:18][N:17]=[CH:16][CH:15]=2)[CH2:10][CH2:9]1)=[O:7])[CH3:4]. The catalyst class is: 17. (9) Reactant: [CH3:1][O:2][C:3]1[CH:4]=[C:5]([N:12]2[CH2:17][CH2:16][C:15](=O)[C:14]([CH3:20])([CH3:19])[CH2:13]2)[CH:6]=[CH:7][C:8]=1[N+:9]([O-:11])=[O:10].C([O-])(=O)C.[NH4+].C([BH3-])#[N:27].[Na+]. Product: [CH3:1][O:2][C:3]1[CH:4]=[C:5]([N:12]2[CH2:17][CH2:16][CH:15]([NH2:27])[C:14]([CH3:20])([CH3:19])[CH2:13]2)[CH:6]=[CH:7][C:8]=1[N+:9]([O-:11])=[O:10]. The catalyst class is: 5.